Dataset: Full USPTO retrosynthesis dataset with 1.9M reactions from patents (1976-2016). Task: Predict the reactants needed to synthesize the given product. (1) Given the product [Cl:1][C:2]1[CH:3]=[CH:4][C:5]([C:8]([C:10]2[N:18]3[C:13]([CH:14]=[C:15]([O:19][CH2:20][C:21]4[CH:26]=[CH:25][CH:24]=[C:23]([O:27][CH3:28])[N:22]=4)[CH:16]=[CH:17]3)=[C:12]([C:29](=[O:34])[C:30]([CH3:32])([CH3:33])[CH3:31])[C:11]=2[CH2:35][C:36]([CH3:43])([CH3:42])[C:37]([OH:39])=[O:38])=[O:9])=[CH:6][CH:7]=1, predict the reactants needed to synthesize it. The reactants are: [Cl:1][C:2]1[CH:7]=[CH:6][C:5]([C:8]([C:10]2[N:18]3[C:13]([CH:14]=[C:15]([O:19][CH2:20][C:21]4[CH:26]=[CH:25][CH:24]=[C:23]([O:27][CH3:28])[N:22]=4)[CH:16]=[CH:17]3)=[C:12]([C:29](=[O:34])[C:30]([CH3:33])([CH3:32])[CH3:31])[C:11]=2[CH2:35][C:36]([CH3:43])([CH3:42])[C:37]([O:39]CC)=[O:38])=[O:9])=[CH:4][CH:3]=1.CC(O)=O. (2) The reactants are: [I:1][C:2]1[C:6]2=[N:7][CH:8]=[C:9]([C:11]3[C:12]([CH3:17])=[N:13][O:14][C:15]=3[CH3:16])[CH:10]=[C:5]2[NH:4][CH:3]=1.C(=O)([O-])[O-].[Cs+].[Cs+].Br[CH:25]([C:32]1[CH:37]=[CH:36][CH:35]=[CH:34][CH:33]=1)[C:26]1[CH:31]=[CH:30][CH:29]=[CH:28][N:27]=1.O. Given the product [I:1][C:2]1[C:6]2=[N:7][CH:8]=[C:9]([C:11]3[C:12]([CH3:17])=[N:13][O:14][C:15]=3[CH3:16])[CH:10]=[C:5]2[N:4]([CH:25]([C:32]2[CH:37]=[CH:36][CH:35]=[CH:34][CH:33]=2)[C:26]2[CH:31]=[CH:30][CH:29]=[CH:28][N:27]=2)[CH:3]=1, predict the reactants needed to synthesize it. (3) Given the product [CH2:1]([O:9][C:10]1[C:11]([F:19])=[C:12]([F:18])[C:13]([C:31]([OH:33])=[O:32])=[C:14]([F:17])[C:15]=1[F:16])[CH2:2][CH2:3][CH2:4][CH2:5][CH2:6][CH2:7][CH3:8], predict the reactants needed to synthesize it. The reactants are: [CH2:1]([O:9][C:10]1[C:15]([F:16])=[C:14]([F:17])[CH:13]=[C:12]([F:18])[C:11]=1[F:19])[CH2:2][CH2:3][CH2:4][CH2:5][CH2:6][CH2:7][CH3:8].C([Li])CCC.CCCCCC.[C:31](=[O:33])=[O:32].Cl. (4) Given the product [CH3:1][O:2][C:3]([C:5]1[C:14]2[C:9](=[C:10]([NH2:15])[CH:11]=[CH:12][CH:13]=2)[N:8]=[CH:7][CH:6]=1)=[O:4], predict the reactants needed to synthesize it. The reactants are: [CH3:1][O:2][C:3]([C:5]1[C:14]2[C:9](=[C:10]([N+:15]([O-])=O)[CH:11]=[CH:12][CH:13]=2)[N:8]=[CH:7][CH:6]=1)=[O:4].Cl[Sn]Cl. (5) The reactants are: [Cl:1][C:2]1[CH:7]=[C:6]([CH2:8][C:9]([O:11][CH2:12][CH3:13])=[O:10])[CH:5]=[CH:4][N:3]=1.[CH3:14][Si]([N-][Si](C)(C)C)(C)C.[K+].CI.[NH4+].[Cl-]. Given the product [Cl:1][C:2]1[CH:7]=[C:6]([CH:8]([CH3:14])[C:9]([O:11][CH2:12][CH3:13])=[O:10])[CH:5]=[CH:4][N:3]=1, predict the reactants needed to synthesize it.